From a dataset of Full USPTO retrosynthesis dataset with 1.9M reactions from patents (1976-2016). Predict the reactants needed to synthesize the given product. The reactants are: [C:1]([O:9][CH3:10])(=O)[C:2]1[CH:7]=[CH:6][CH:5]=[CH:4][CH:3]=1.[NH2:11][C@H:12](CO)[CH:13]([CH3:15])[CH3:14]. Given the product [CH:13]([C@H:12]1[CH2:10][O:9][C:1]([C:2]2[CH:7]=[CH:6][CH:5]=[CH:4][CH:3]=2)=[N:11]1)([CH3:15])[CH3:14], predict the reactants needed to synthesize it.